From a dataset of Acute oral toxicity (LD50) regression data from Zhu et al.. Regression/Classification. Given a drug SMILES string, predict its toxicity properties. Task type varies by dataset: regression for continuous values (e.g., LD50, hERG inhibition percentage) or binary classification for toxic/non-toxic outcomes (e.g., AMES mutagenicity, cardiotoxicity, hepatotoxicity). Dataset: ld50_zhu. (1) The molecule is Cc1cc(S)c(N)nn1. The rat oral LD50 is 1.85, given as -log10 of the dose in mol/kg body weight (higher means more acutely toxic). (2) The compound is CCCC(=NOCC)C1=C(O)CC(CC(C)SCC)CC1=O. The rat oral LD50 is 2.01, given as -log10 of the dose in mol/kg body weight (higher means more acutely toxic). (3) The molecule is CCC(=O)c1ccc2c(c1)N(CCCN(C)C)c1ccccc1S2. The rat oral LD50 is 2.83, given as -log10 of the dose in mol/kg body weight (higher means more acutely toxic). (4) The drug is CC(C=O)=Cc1ccco1. The rat oral LD50 is 1.99, given as -log10 of the dose in mol/kg body weight (higher means more acutely toxic). (5) The compound is O=c1[nH]cc(N(CCCl)CCCl)c(=O)[nH]1. The rat oral LD50 is 4.85, given as -log10 of the dose in mol/kg body weight (higher means more acutely toxic). (6) The rat oral LD50 is 2.67, given as -log10 of the dose in mol/kg body weight (higher means more acutely toxic). The molecule is CCNc1nc(NC(C)(C)C)nc(OC)n1. (7) The drug is O=c1[nH]c2c(c(=O)n1C1CCCCC1)CCC2. The rat oral LD50 is 1.33, given as -log10 of the dose in mol/kg body weight (higher means more acutely toxic). (8) The compound is COc1cc(C(=O)OC2CCC(N3CCCCC3)CC2)cc(OC)c1OC. The rat oral LD50 is 2.76, given as -log10 of the dose in mol/kg body weight (higher means more acutely toxic).